From a dataset of Reaction yield outcomes from USPTO patents with 853,638 reactions. Predict the reaction yield, written as a fraction of the theoretical maximum amount of product (1.0 means a 100% yield; for example, 0.34 means a 34% yield). (1) The reactants are C([O-])([O-])=O.[K+].[K+].[C:7]([O:11][C:12]([N:14]1[CH2:19][C@H:18]([CH2:20]Cl)[N:17]([CH2:22][C:23]2[CH:28]=[CH:27][CH:26]=[CH:25][CH:24]=2)[CH2:16][C@H:15]1[CH3:29])=[O:13])([CH3:10])([CH3:9])[CH3:8].[CH3:30][C@@H:31]1[CH2:36][O:35][CH2:34][C@@H:33]([CH3:37])[NH:32]1. The catalyst is C(#N)C. The product is [C:7]([O:11][C:12]([N:14]1[CH2:19][C@H:18]([CH2:20][N:32]2[C@H:33]([CH3:37])[CH2:34][O:35][CH2:36][C@H:31]2[CH3:30])[N:17]([CH2:22][C:23]2[CH:28]=[CH:27][CH:26]=[CH:25][CH:24]=2)[CH2:16][C@H:15]1[CH3:29])=[O:13])([CH3:10])([CH3:9])[CH3:8]. The yield is 0.940. (2) The reactants are CC1OC(CC2CCC(C3SC(C4C=CC(N)=CC=4)=CN=3)CC2)=NN=1.[N+:26]([C:29]1[CH:34]=[CH:33][C:32]([C:35]2[S:39][C:38]([CH:40]3[CH2:45][CH2:44][N:43]([CH2:46][C:47]([O:49][CH2:50][CH3:51])=[O:48])[CH2:42][CH2:41]3)=[N:37][CH:36]=2)=[CH:31][CH:30]=1)([O-])=O. The product is [NH2:26][C:29]1[CH:34]=[CH:33][C:32]([C:35]2[S:39][C:38]([CH:40]3[CH2:45][CH2:44][N:43]([CH2:46][C:47]([O:49][CH2:50][CH3:51])=[O:48])[CH2:42][CH2:41]3)=[N:37][CH:36]=2)=[CH:31][CH:30]=1. The yield is 0.680. No catalyst specified.